This data is from Forward reaction prediction with 1.9M reactions from USPTO patents (1976-2016). The task is: Predict the product of the given reaction. (1) Given the reactants FC(F)(F)C(O)=O.C(OC([N:15]1[CH2:20][CH2:19][CH2:18][C@@H:17]([NH:21][C:22]2[CH:27]=[CH:26][N:25]=[C:24]([C:28]3[N:32]4[CH:33]=[C:34]([C:37]#[N:38])[CH:35]=[CH:36][C:31]4=[N:30][CH:29]=3)[N:23]=2)[CH2:16]1)=O)(C)(C)C.O.C(=O)([O-])O.[Na+], predict the reaction product. The product is: [NH:15]1[CH2:20][CH2:19][CH2:18][C@@H:17]([NH:21][C:22]2[CH:27]=[CH:26][N:25]=[C:24]([C:28]3[N:32]4[CH:33]=[C:34]([C:37]#[N:38])[CH:35]=[CH:36][C:31]4=[N:30][CH:29]=3)[N:23]=2)[CH2:16]1. (2) The product is: [CH3:8][C:6]1([CH3:7])[C:2]([CH3:16])([CH3:1])[O:3][B:4]([C:9]2[CH:15]=[CH:14][C:12]([NH:13][C:23](=[O:24])[C:18]3[CH:19]=[CH:20][CH:21]=[CH:22][N:17]=3)=[CH:11][CH:10]=2)[O:5]1. Given the reactants [CH3:1][C:2]1([CH3:16])[C:6]([CH3:8])([CH3:7])[O:5][B:4]([C:9]2[CH:15]=[CH:14][C:12]([NH2:13])=[CH:11][CH:10]=2)[O:3]1.[N:17]1[CH:22]=[CH:21][CH:20]=[CH:19][C:18]=1[C:23](O)=[O:24].CN(C(ON1N=NC2C=CC=CC1=2)=[N+](C)C)C.[B-](F)(F)(F)F.CCN(C(C)C)C(C)C, predict the reaction product. (3) Given the reactants [C:1]([C:3]1[CH:8]=[CH:7][CH:6]=[CH:5][C:4]=1[S:9]([N:12]([CH3:37])[CH2:13][C@@H:14](O)[CH2:15][NH:16][C:17]([C@@H:19]([NH:24][C:25]([C:27]1[S:28][C:29]2[CH:35]=[CH:34][CH:33]=[CH:32][C:30]=2[CH:31]=1)=[O:26])[CH2:20][CH:21]([CH3:23])[CH3:22])=[O:18])(=[O:11])=[O:10])#[N:2].[FH:38].F.F.C(N(CC)CC)C.C(N(CC)CC)C, predict the reaction product. The product is: [C:1]([C:3]1[CH:8]=[CH:7][CH:6]=[CH:5][C:4]=1[S:9]([N:12]([CH3:37])[CH2:13][C@H:14]([F:38])[CH2:15][NH:16][C:17]([C@@H:19]([NH:24][C:25]([C:27]1[S:28][C:29]2[CH:35]=[CH:34][CH:33]=[CH:32][C:30]=2[CH:31]=1)=[O:26])[CH2:20][CH:21]([CH3:23])[CH3:22])=[O:18])(=[O:11])=[O:10])#[N:2].